The task is: Regression/Classification. Given a drug SMILES string, predict its absorption, distribution, metabolism, or excretion properties. Task type varies by dataset: regression for continuous measurements (e.g., permeability, clearance, half-life) or binary classification for categorical outcomes (e.g., BBB penetration, CYP inhibition). For this dataset (lipophilicity_astrazeneca), we predict Y.. This data is from Experimental lipophilicity measurements (octanol/water distribution) for 4,200 compounds from AstraZeneca. The drug is Cc1cc(N)n(-c2ccccc2)n1. The Y is 1.25 logD.